This data is from Experimentally validated miRNA-target interactions with 360,000+ pairs, plus equal number of negative samples. The task is: Binary Classification. Given a miRNA mature sequence and a target amino acid sequence, predict their likelihood of interaction. (1) The miRNA is rno-miR-124-3p with sequence UAAGGCACGCGGUGAAUGCC. Result: 0 (no interaction). The protein sequence of the target gene is MEKEETTRELLLPNWQGSGSHGLTIAQRDDGVFVQEVTQNSPAARTGVVKEGDQIVGATIYFDNLQSGEVTQLLNTMGHHTVGLKLHRKGDRSPEPGQTWTREVFSSCSSEVVLSGDDEEYQRIYTTKIKPRLKSEDGVEGDLGETQSRTITVTRRVTAYTVDVTGREGAKDIDISSPEFKIKIPRHELTEISNVDVETQSGKTVIRLPSGSGAASPTGSAVDIRAGAISASGPELQGAGHSKLQVTMPGIKVGGSGVNVNAKGLDLGGRGGVQVPAVDISSSLGGRAVEVQGPSLESGD.... (2) The miRNA is hsa-miR-4305 with sequence CCUAGACACCUCCAGUUC. The protein sequence of the target gene is MQAVVPLNKMTAISPEPQTLASTEQNEVPRVVTSGEQEAILRGNAADAESFRQRFRWFCYSEVAGPRKALSQLWELCNQWLRPDIHTKEQILELLVFEQFLTILPGEIRIWVKSQHPESSEEVVTLIEDLTQMLEEKDPVSQDSTVSQEENSKEDKMVTVCPNTESCESITLKDVAVNFSRGEWKKLEPFQKELYKEVLLENLRNLEFLDFPVSKLELISQLKWVELPWLLEEVSKSSRLDESALDKIIERCLRDDDHGLMEESQQYCGSSEEDHGNQGNSKGRVAQNKTLGSGSRGKKF.... Result: 0 (no interaction). (3) The miRNA is hsa-miR-888-5p with sequence UACUCAAAAAGCUGUCAGUCA. The protein sequence of the target gene is MAAGGSTQQRRREMAAASAAAISGAGRCRLSKIGATRRPPPARVRVAVRLRPFVDGTAGASDPPCVRGMDSCSLEIANWRNHQETLKYQFDAFYGERSTQQDIYAGSVQPILRHLLEGQNASVLAYGPTGAGKTHTMLGSPEQPGVIPRALMDLLQLTREEGAEGRPWALSVTMSYLEIYQEKVLDLLDPASGDLVIREDCRGNILIPGLSQKPISSFADFERHFLPASRNRTVGATRLNQRSSRSHAVLLVKVDQRERLAPFRQREGKLYLIDLAGSEDNRRTGNKGLRLKESGAINTS.... Result: 0 (no interaction). (4) The miRNA is mmu-miR-677-5p with sequence UUCAGUGAUGAUUAGCUUCUGA. The protein sequence of the target gene is MLWVLVGAVLPVMLLAAPPPINKLALFPDKSAWCEAKNITQIVGHSGCEAKSIQNRACLGQCFSYSVPNTFPQSTESLVHCDSCMPAQSMWEIVTLECPGHEEVPRVDKLVEKIVHCSCQACGKEPSHEGLNVYVQGEDSPGSQPGPHSHAHPHPGGQTPEPEEPPGAPQVEEEGAED. Result: 1 (interaction). (5) The miRNA is hsa-miR-6849-3p with sequence ACCAGCCUGUGUCCACCUCCAG. The protein sequence of the target gene is MNLLRRSGKRRRSESGSDSFSGSGGDSSASPQFLSGSVLSPPPGLGRCLKAAAAGECKPTVPDYERDKLLLANWGLPKAVLEKYHSFGVKKMFEWQAECLLLGQVLEGKNLVYSAPTSAGKTLVAELLILKRVLEMRKKALFILPFVSVAKEKKYYLQSLFQEVGIKVDGYMGSTSPSRHFSSLDIAVCTIERANGLINRLIEENKMDLLGMVVVDELHMLGDSHRGYLLELLLTKICYITRKSASCQADLASSLSNAVQIVGMSATLPNLELVASWLNAELYHTDFRPVPLLESVKVGN.... Result: 1 (interaction). (6) The miRNA is hsa-miR-6877-3p with sequence CAGCCUCUGCCCUUGGCCUCC. The protein sequence of the target gene is MLLATLLLLLLGGALAHPDRIIFPNHACEDPPAVLLEVQGTLQRPLVRDSRTSPANCTWLILGSKEQTVTIRFQKLHLACGSERLTLRSPLQPLISLCEAPPSPLQLPGGNVTITYSYAGARAPMGQGFLLSYSQDWLMCLQEEFQCLNHRCVSAVQRCDGVDACGDGSDEAGCSSDPFPGLTPRPVPSLPCNVTLEDFYGVFSSPGYTHLASVSHPQSCHWLLDPHDGRRLAVRFTALDLGFGDAVHVYDGPGPPESSRLLRSLTHFSNGKAVTVETLSGQAVVSYHTVAWSNGRGFNA.... Result: 1 (interaction). (7) The miRNA is mmu-miR-669j with sequence UGCAUAUACUCACAUGCAAACA. The protein sequence of the target gene is MAEIIQERIEDRIPELEQLERIGLFSHAEIKAIIKKASDLEYKIHRRTLLKEDFINYVQYEINLLELIQRRRARIKYSFKKDEIEYSMVHRVQGVFGRASAKWKDDVQLWLSYIVFCKKWGTKTHLSKIFSAMLAIHSNKPALWIMAAKWEMEDRLSSESARQLFLRALRFHPECPKLYQEYFRMELMHAEKLRKEKQEFEKAAMDMGDFDHPEEILKGELARIIYKNSISKIKGAEFHVSLLAIAQLFDFAKDLQKEIYDDLQALHTDDPLTWDYVARRELEIESQPGEEQPVSKQAKA.... Result: 0 (no interaction). (8) The miRNA is hsa-miR-3140-3p with sequence AGCUUUUGGGAAUUCAGGUAGU. The protein sequence of the target gene is MPVDDCWLYFPASRGRTFVQTVWVAPTCPNCCWFPGFLPPVPRPPHVPRVLLRGPRGAVLPASRPSKTLPSSSQTPCPTDPCICPPPSTPDSRQEKNTQSELPNKKGQLQKLPTMNGSKDPPGSYDFDLIIIGGGSGGLAAAKEAAKFDKKVLVLDFVTPTPLGTRWGLGGTCVNVGCIPKKLMHQAALLGQALKDSRNYGWKVEDTVKHDWEKMTESVQSHIGSLNWGYRVALREKKVVYENAYGRFIGPHRIVATNNKGKEKIYSAERFLIATGERPRYLGIPGDKEYCISSDDLFSL.... Result: 0 (no interaction). (9) The miRNA is hsa-miR-4772-3p with sequence CCUGCAACUUUGCCUGAUCAGA. The protein sequence of the target gene is MPPPRTGRGLLWLGLVLSSVCVALGSETQANSTTDALNVLLIIVDDLRPSLGCYGDKLVRSPNIDQLASHSLLFQNAFAQQAVCAPSRVSFLTGRRPDTTRLYDFNSYWRVHAGNFSTIPQYFKENGYVTMSVGKVFHPGISSNHTDDSPYSWSFPPYHPSSEKYENTKTCRGPDGELHANLLCPVDVLDVPEGTLPDKQSTEQAIQLLEKMKTSASPFFLAVGYHKPHIPFRYPKEFQKLYPLENITLAPDPEVPDGLPPVAYNPWMDIRQREDVQALNISVPYGPIPVDFQRKIRQSY.... Result: 1 (interaction). (10) The miRNA is hsa-miR-664a-5p with sequence ACUGGCUAGGGAAAAUGAUUGGAU. The protein sequence of the target gene is MAAAALRFPVQGTVTFEDVAVKFTQEEWNLLSEAQRCLYRDVTLENLALMSSLGCWCGVEDEAAPSKQSIYIQRETQVRTPMAGVSPKKAHPCEMCGPILGDILHVADHQGTHHKQKLHRCEAWGNKLYDSGNFHQHQNEHIGEKPYRGSVEEALFAKRCKLHVSGESSVFSESGKDFLLRSGLLQQEATHTGKSNSKTECVSLFHGGKSHYSCGGCMKHFSTKDILSQHERLLPTEEPSVWCECGKSSSKYDSFSNHQGVHTREKPYTCGICGKLFNSKSHLLVHQRIHTGEKPYECEV.... Result: 1 (interaction).